Dataset: Reaction yield outcomes from USPTO patents with 853,638 reactions. Task: Predict the reaction yield, written as a fraction of the theoretical maximum amount of product (1.0 means a 100% yield; for example, 0.34 means a 34% yield). (1) The reactants are [C:1]([C:4]1[CH:9]=[CH:8][C:7]([C@H:10]2[CH2:27][C@@:25]3([CH3:26])[C@@H:21]([CH2:22][CH2:23][C@@:24]3([OH:33])[C:28]([F:32])([F:31])[CH:29]=[CH2:30])[C@H:20]3[C:11]2=[C:12]2[C:17]([CH2:18][CH2:19]3)=[CH:16][C:15](=[O:34])[CH2:14][CH2:13]2)=[CH:6][CH:5]=1)(=[O:3])[CH3:2].[H][H]. The catalyst is C(O)C.[Pd]. The product is [C:1]([C:4]1[CH:5]=[CH:6][C:7]([C@H:10]2[CH2:27][C@@:25]3([CH3:26])[C@@H:21]([CH2:22][CH2:23][C@@:24]3([OH:33])[C:28]([F:32])([F:31])[CH2:29][CH3:30])[C@H:20]3[C:11]2=[C:12]2[C:17]([CH2:18][CH2:19]3)=[CH:16][C:15](=[O:34])[CH2:14][CH2:13]2)=[CH:8][CH:9]=1)(=[O:3])[CH3:2]. The yield is 0.750. (2) The reactants are [Br:1][C:2]1[CH:3]=[C:4]([F:13])[CH:5]=[C:6]2[C:11]=1[N:10]=[C:9](Cl)[N:8]=[CH:7]2.[NH2:14][C:15]1[CH:20]=[CH:19][C:18]([S:21]([NH2:24])(=[O:23])=[O:22])=[CH:17][CH:16]=1.C(OCC)(=O)C. The catalyst is C(O)(C)C. The product is [Br:1][C:2]1[CH:3]=[C:4]([F:13])[CH:5]=[C:6]2[C:11]=1[N:10]=[C:9]([NH:14][C:15]1[CH:20]=[CH:19][C:18]([S:21]([NH2:24])(=[O:22])=[O:23])=[CH:17][CH:16]=1)[N:8]=[CH:7]2. The yield is 0.810. (3) The reactants are Cl[C:2]1[CH:3]=[C:4]2[CH2:10][N:9]([C:11]([O:13][C:14]([CH3:17])([CH3:16])[CH3:15])=[O:12])[C@@H:8]([CH:18]([CH3:20])[CH3:19])[C:5]2=[N:6][CH:7]=1.[CH2:21]([S:23]([C:26]1[CH:31]=[CH:30][C:29]([CH2:32][C:33]([NH2:35])=[O:34])=[CH:28][CH:27]=1)(=[O:25])=[O:24])[CH3:22].P([O-])([O-])([O-])=O.[K+].[K+].[K+]. The catalyst is C1C=CC(/C=C/C(/C=C/C2C=CC=CC=2)=O)=CC=1.C1C=CC(/C=C/C(/C=C/C2C=CC=CC=2)=O)=CC=1.C1C=CC(/C=C/C(/C=C/C2C=CC=CC=2)=O)=CC=1.[Pd].[Pd].C(P(C(C)(C)C)C1C(OC)=CC=C(OC)C=1C1C(C(C)C)=CC(C(C)C)=CC=1C(C)C)(C)(C)C.C(O)(C)(C)C. The product is [CH2:21]([S:23]([C:26]1[CH:31]=[CH:30][C:29]([CH2:32][C:33]([NH:35][C:2]2[CH:3]=[C:4]3[CH2:10][N:9]([C:11]([O:13][C:14]([CH3:17])([CH3:16])[CH3:15])=[O:12])[C@@H:8]([CH:18]([CH3:20])[CH3:19])[C:5]3=[N:6][CH:7]=2)=[O:34])=[CH:28][CH:27]=1)(=[O:25])=[O:24])[CH3:22]. The yield is 0.570. (4) The reactants are Cl[C:2]1[CH:7]=[CH:6][N:5]=[C:4]2[NH:8][CH:9]=[C:10]([C:11]#[N:12])[C:3]=12.B1([C:22]2[CH:27]=[CH:26][C:25]([CH2:28][N:29]3[CH2:34][CH2:33][O:32][CH2:31][CH2:30]3)=[CH:24][CH:23]=2)OC(C)(C)C(C)(C)O1.Cl. No catalyst specified. The product is [N:29]1([CH2:28][C:25]2[CH:24]=[CH:23][C:22]([C:2]3[CH:7]=[CH:6][N:5]=[C:4]4[NH:8][CH:9]=[C:10]([C:11]#[N:12])[C:3]=34)=[CH:27][CH:26]=2)[CH2:30][CH2:31][O:32][CH2:33][CH2:34]1. The yield is 0.440.